From a dataset of Peptide-MHC class II binding affinity with 134,281 pairs from IEDB. Regression. Given a peptide amino acid sequence and an MHC pseudo amino acid sequence, predict their binding affinity value. This is MHC class II binding data. The peptide sequence is EVVAATPTSLLISWR. The MHC is DRB1_0101 with pseudo-sequence DRB1_0101. The binding affinity (normalized) is 0.